From a dataset of Catalyst prediction with 721,799 reactions and 888 catalyst types from USPTO. Predict which catalyst facilitates the given reaction. (1) Reactant: [CH2:1]([N:4]1[CH2:11][CH:10]2[C:6]([C:12]3[CH:17]=[CH:16][CH:15]=[C:14]([Br:18])[CH:13]=3)([NH:7][O:8][CH2:9]2)[CH2:5]1)[CH:2]=[CH2:3].C(OCC)(=O)C. Product: [CH2:1]([N:4]1[CH2:5][C:6]([NH2:7])([C:12]2[CH:17]=[CH:16][CH:15]=[C:14]([Br:18])[CH:13]=2)[CH:10]([CH2:9][OH:8])[CH2:11]1)[CH:2]=[CH2:3]. The catalyst class is: 183. (2) Reactant: [CH2:1]([NH2:3])[CH3:2].[Cl:4][C:5]1[N:10]=[C:9](Cl)[C:8]([C:12]([O:14][CH2:15][CH3:16])=[O:13])=[CH:7][N:6]=1.CCN(CC)CC. Product: [Cl:4][C:5]1[N:10]=[C:9]([NH:3][CH2:1][CH3:2])[C:8]([C:12]([O:14][CH2:15][CH3:16])=[O:13])=[CH:7][N:6]=1. The catalyst class is: 4. (3) Reactant: CN1CCOCC1.Cl.Cl.[CH3:10][N:11]1[C:23]2([CH2:28][CH2:27][NH:26][CH2:25][CH2:24]2)[C:15]2=[CH:16][CH:17]=[C:18]([C:19]([F:22])([F:21])[F:20])[N:14]2[CH2:13][CH2:12]1.[OH:29][C:30]1[CH:38]=[CH:37][C:33]([C:34](O)=[O:35])=[CH:32][C:31]=1[O:39][CH3:40].CCN=C=NCCCN(C)C.C1C=CC2N(O)N=NC=2C=1. Product: [OH:29][C:30]1[CH:38]=[CH:37][C:33]([C:34]([N:26]2[CH2:27][CH2:28][C:23]3([N:11]([CH3:10])[CH2:12][CH2:13][N:14]4[C:18]([C:19]([F:22])([F:20])[F:21])=[CH:17][CH:16]=[C:15]34)[CH2:24][CH2:25]2)=[O:35])=[CH:32][C:31]=1[O:39][CH3:40]. The catalyst class is: 3. (4) Reactant: [NH2:1][C:2]1[N:7]=[C:6]([N:8]2[CH2:13][CH2:12][CH2:11][C@H:10]([C:14](O)=[O:15])[CH2:9]2)[CH:5]=[C:4]([C:17]2[CH:22]=[CH:21][C:20]([C:23]#[N:24])=[C:19]([F:25])[CH:18]=2)[N:3]=1.CN(C(ON1N=NC2C=CC=NC1=2)=[N+](C)C)C.F[P-](F)(F)(F)(F)F.CCN(C(C)C)C(C)C.[CH3:59][N:60]1[C:64]([NH2:65])=[CH:63][C:62]([CH3:66])=[N:61]1. Product: [NH2:1][C:2]1[N:7]=[C:6]([N:8]2[CH2:13][CH2:12][CH2:11][C@H:10]([C:14]([NH:65][C:64]3[N:60]([CH3:59])[N:61]=[C:62]([CH3:66])[CH:63]=3)=[O:15])[CH2:9]2)[CH:5]=[C:4]([C:17]2[CH:22]=[CH:21][C:20]([C:23]#[N:24])=[C:19]([F:25])[CH:18]=2)[N:3]=1. The catalyst class is: 31. (5) Reactant: [C@@H:1]1([O:11][CH2:12][CH2:13][N:14]([CH2:24][CH2:25][O:26][C@@H:27]2[O:35][C@@H:34]([CH3:36])[C@@H:32]([OH:33])[C@@H:30]([OH:31])[C@@H:28]2[OH:29])[CH2:15][CH2:16][CH2:17][CH2:18][CH2:19][C:20]([O:22]C)=[O:21])[O:9][C@@H:8]([CH3:10])[C@@H:6]([OH:7])[C@@H:4]([OH:5])[C@@H:2]1[OH:3].[OH-].[Na+].Cl. Product: [C@@H:27]1([O:26][CH2:25][CH2:24][N:14]([CH2:13][CH2:12][O:11][C@@H:1]2[O:9][C@@H:8]([CH3:10])[C@@H:6]([OH:7])[C@@H:4]([OH:5])[C@@H:2]2[OH:3])[CH2:15][CH2:16][CH2:17][CH2:18][CH2:19][C:20]([OH:22])=[O:21])[O:35][C@@H:34]([CH3:36])[C@@H:32]([OH:33])[C@@H:30]([OH:31])[C@@H:28]1[OH:29]. The catalyst class is: 6. (6) Reactant: [OH-:1].C([N+:6]([CH2:15]CCC)([CH2:11][CH2:12]CC)[CH2:7]CCC)CCC.[CH2:19]([OH:22])[CH2:20][OH:21]. Product: [CH3:15][N:6]([CH3:7])[C:11](=[O:1])[CH2:12][O:21][CH2:20][CH2:19][OH:22]. The catalyst class is: 12.